From a dataset of CYP3A4 inhibition data for predicting drug metabolism from PubChem BioAssay. Regression/Classification. Given a drug SMILES string, predict its absorption, distribution, metabolism, or excretion properties. Task type varies by dataset: regression for continuous measurements (e.g., permeability, clearance, half-life) or binary classification for categorical outcomes (e.g., BBB penetration, CYP inhibition). Dataset: cyp3a4_veith. (1) The drug is O=c1ccc(Oc2nc(N3CCOCC3)nc(N3CCOCC3)n2)n[nH]1. The result is 0 (non-inhibitor). (2) The result is 0 (non-inhibitor). The molecule is O=C(NC1CCCc2ccccc21)c1ccc(=O)[nH]c1. (3) The molecule is CN(C)CCCN1c2ccccc2Sc2ccc(Cl)cc21. The result is 0 (non-inhibitor). (4) The molecule is Nc1nc(N)c(CCCCc2ccccc2)c(N)n1. The result is 0 (non-inhibitor). (5) The drug is CCN1C[C@]2(COC(=O)c3ccccc3N3C(=O)C[C@H](C)C3=O)CC[C@H](OC)[C@@]34[C@H]2[C@H](OC)[C@@](O)([C@@H]13)[C@@]1(O)C[C@H](OC)[C@H]2C[C@@H]4[C@H]1[C@H]2OC. The result is 0 (non-inhibitor). (6) The molecule is CCC(C)n1nnc2c(=O)oc3ccccc3c21. The result is 0 (non-inhibitor). (7) The drug is O=c1c2ccccc2c(-c2ccccc2)nn1Cc1ccc(Cl)cc1. The result is 1 (inhibitor). (8) The drug is Cc1ccc(-c2nc3ccccc3o2)cc1NC(=O)Cc1cccs1. The result is 0 (non-inhibitor). (9) The drug is CO/N=C(\C(=O)N[C@@H]1C(=O)N2C(C(=O)[O-])=C(CSc3nc(=O)c([O-])nn3C)CS[C@@H]12)c1csc(N)n1.[Na+].[Na+]. The result is 0 (non-inhibitor).